The task is: Predict the reaction yield, written as a fraction of the theoretical maximum amount of product (1.0 means a 100% yield; for example, 0.34 means a 34% yield).. This data is from Reaction yield outcomes from USPTO patents with 853,638 reactions. (1) The product is [I:21][C:5]1[CH:7]=[CH:8][C:2]([I:1])=[CH:3][C:4]=1[N+:9]([O-:11])=[O:10]. The reactants are [I:1][C:2]1[CH:8]=[CH:7][C:5](N)=[C:4]([N+:9]([O-:11])=[O:10])[CH:3]=1.S(=O)(=O)(O)O.N([O-])=O.[Na+].[I-:21].[Na+]. The catalyst is O.C(OCC)C.C(O)(=O)C. The yield is 0.990. (2) The reactants are O.ON1C2C=CC=CC=2N=N1.C(N(CC)CC)C.[C:19]([C:21]([C:33]1[CH:38]=[CH:37][CH:36]=[CH:35][CH:34]=1)([C:27]1[CH:32]=[CH:31][CH:30]=[CH:29][CH:28]=1)[CH2:22][CH2:23][C:24](O)=[O:25])#[N:20].Cl.[O:40]([CH:47]1[CH2:52][CH2:51][NH:50][CH2:49][CH2:48]1)[C:41]1[CH:46]=[CH:45][CH:44]=[CH:43][CH:42]=1.Cl.CN(C)CCCN=C=NCC. The catalyst is CN(C)C=O. The product is [O:25]=[C:24]([N:50]1[CH2:51][CH2:52][CH:47]([O:40][C:41]2[CH:46]=[CH:45][CH:44]=[CH:43][CH:42]=2)[CH2:48][CH2:49]1)[CH2:23][CH2:22][C:21]([C:27]1[CH:32]=[CH:31][CH:30]=[CH:29][CH:28]=1)([C:33]1[CH:38]=[CH:37][CH:36]=[CH:35][CH:34]=1)[C:19]#[N:20]. The yield is 0.950. (3) The reactants are [CH2:1]([N:3]([CH2:18][CH3:19])[C:4]([C:6]1[CH:15]=[CH:14][C:13]2[C:8](=[CH:9][CH:10]=[CH:11][CH:12]=2)[C:7]=1[O:16][CH3:17])=[O:5])[CH3:2].C1C(=O)N([Br:27])C(=O)C1.[K+].[Br-]. The catalyst is CC#N. The product is [Br:27][C:14]1[C:13]2[C:8](=[CH:9][CH:10]=[CH:11][CH:12]=2)[C:7]([O:16][CH3:17])=[C:6]([C:4]([N:3]([CH2:1][CH3:2])[CH2:18][CH3:19])=[O:5])[CH:15]=1. The yield is 0.970. (4) The reactants are [NH2:1][C:2]1[CH:7]=[CH:6][C:5](B2OC(C)(C)C(C)(C)O2)=[CH:4][N:3]=1.Br[C:18]1[C:29]([Cl:30])=[CH:28][C:21]2[O:22][C:23]([F:27])([F:26])[CH2:24][O:25][C:20]=2[CH:19]=1. The catalyst is O1CCOCC1.CC#N.CC(P(C(C)(C)C)C1C=CC(N(C)C)=CC=1)(C)C.CC(P(C(C)(C)C)C1C=CC(N(C)C)=CC=1)(C)C.Cl[Pd]Cl. The product is [Cl:30][C:29]1[C:18]([C:5]2[CH:6]=[CH:7][C:2]([NH2:1])=[N:3][CH:4]=2)=[CH:19][C:20]2[O:25][CH2:24][C:23]([F:27])([F:26])[O:22][C:21]=2[CH:28]=1. The yield is 0.0900.